Predict the product of the given reaction. From a dataset of Forward reaction prediction with 1.9M reactions from USPTO patents (1976-2016). (1) Given the reactants [F:1][C:2]1[CH:3]=[C:4](B(O)O)[CH:5]=[CH:6][C:7]=1[O:8][CH3:9].Br[C:14]1[CH:15]=[C:16]([C:28]([O:30][CH3:31])=[O:29])[C:17]2[NH:18][C:19]3[CH:20]=[C:21]([Cl:27])[CH:22]=[CH:23][C:24]=3[C:25]=2[N:26]=1.[O-]P([O-])([O-])=O.[K+].[K+].[K+].C1(P(C2CCCCC2)C2C=CC=CC=2C2C(OC)=CC=CC=2OC)CCCCC1, predict the reaction product. The product is: [Cl:27][C:21]1[CH:22]=[CH:23][C:24]2[C:25]3[N:26]=[C:14]([C:4]4[CH:5]=[CH:6][C:7]([O:8][CH3:9])=[C:2]([F:1])[CH:3]=4)[CH:15]=[C:16]([C:28]([O:30][CH3:31])=[O:29])[C:17]=3[NH:18][C:19]=2[CH:20]=1. (2) Given the reactants Cl[C:2]1[C:7]([C:8]([O:10][CH2:11][CH3:12])=[O:9])=[CH:6][CH:5]=[C:4]([C:13]2[CH:18]=[C:17]([O:19][CH2:20][CH:21]([CH3:23])[CH3:22])[CH:16]=[C:15]([F:24])[CH:14]=2)[N:3]=1.CC1(C)C(C)(C)OB([C:33]2[C:37]([CH3:39])([CH3:38])[CH2:36][C:35]([CH3:41])([CH3:40])[CH:34]=2)O1.ClCCl.C(=O)([O-])[O-].[Na+].[Na+], predict the reaction product. The product is: [F:24][C:15]1[CH:14]=[C:13]([C:4]2[N:3]=[C:2]([C:33]3[C:37]([CH3:39])([CH3:38])[CH2:36][C:35]([CH3:41])([CH3:40])[CH:34]=3)[C:7]([C:8]([O:10][CH2:11][CH3:12])=[O:9])=[CH:6][CH:5]=2)[CH:18]=[C:17]([O:19][CH2:20][CH:21]([CH3:23])[CH3:22])[CH:16]=1. (3) Given the reactants [N:1]1[CH:6]=[CH:5][C:4]([CH2:7][NH2:8])=[N:3][CH:2]=1.Cl[CH2:10][CH2:11][N:12]([CH2:23][CH2:24]Cl)[C:13](=[O:22])[O:14][CH2:15][C:16]1[CH:21]=[CH:20][CH:19]=[CH:18][CH:17]=1.C(N(CC)C(C)C)(C)C.[I-].[Na+], predict the reaction product. The product is: [N:1]1[CH:6]=[CH:5][C:4]([CH2:7][N:8]2[CH2:24][CH2:23][N:12]([C:13]([O:14][CH2:15][C:16]3[CH:21]=[CH:20][CH:19]=[CH:18][CH:17]=3)=[O:22])[CH2:11][CH2:10]2)=[N:3][CH:2]=1. (4) Given the reactants [NH2:1][C@H:2]1[CH2:7][CH2:6][CH2:5][CH2:4][C@H:3]1[NH:8][C:9]1[N:10]=[C:11]([NH:17][C:18]2[CH:26]=[CH:25][CH:24]=[C:23]3[C:19]=2[CH:20]=[CH:21][N:22]3[CH3:27])[C:12]([C:15]#[N:16])=[N:13][CH:14]=1.[OH-].[Na+].OO.CC(O)=[O:34], predict the reaction product. The product is: [NH2:1][C@H:2]1[CH2:7][CH2:6][CH2:5][CH2:4][C@H:3]1[NH:8][C:9]1[N:10]=[C:11]([NH:17][C:18]2[CH:26]=[CH:25][CH:24]=[C:23]3[C:19]=2[CH:20]=[CH:21][N:22]3[CH3:27])[C:12]([C:15]([NH2:16])=[O:34])=[N:13][CH:14]=1. (5) Given the reactants Br[C:2]1[CH:3]=[C:4]([CH2:9][NH:10][CH3:11])[CH:5]=[CH:6][C:7]=1[F:8].[CH3:12][C:13]([O:16][C:17]([N:19]1[CH2:24][CH2:23][N:22]([CH2:25][C:26]2[CH:27]=[C:28](B(O)O)[CH:29]=[CH:30][CH:31]=2)[CH2:21][CH2:20]1)=[O:18])([CH3:15])[CH3:14].C([O-])([O-])=O.[K+].[K+], predict the reaction product. The product is: [F:8][C:7]1[CH:6]=[CH:5][C:4]([CH2:9][NH:10][CH3:11])=[CH:3][C:2]=1[C:28]1[CH:29]=[CH:30][CH:31]=[C:26]([CH2:25][N:22]2[CH2:23][CH2:24][N:19]([C:17]([O:16][C:13]([CH3:15])([CH3:14])[CH3:12])=[O:18])[CH2:20][CH2:21]2)[CH:27]=1. (6) Given the reactants Br[C:2]1[CH:7]=[CH:6][C:5]([O:8][CH3:9])=[C:4]([CH3:10])[C:3]=1[C:11]([F:14])([F:13])[F:12].[C:15]([O:19][CH2:20][CH3:21])(=[O:18])[CH:16]=[CH2:17].C(N(CC)CC)C, predict the reaction product. The product is: [CH3:9][O:8][C:5]1[CH:6]=[CH:7][C:2](/[CH:17]=[CH:16]/[C:15]([O:19][CH2:20][CH3:21])=[O:18])=[C:3]([C:11]([F:14])([F:13])[F:12])[C:4]=1[CH3:10]. (7) The product is: [NH2:1][C:4]1[CH:5]=[C:6]2[C:11](=[CH:12][CH:13]=1)[N:10]([CH2:14][C:15]1[CH:16]=[CH:17][CH:18]=[CH:19][CH:20]=1)[C:9](=[O:21])[CH:8]=[CH:7]2. Given the reactants [N+:1]([C:4]1[CH:5]=[C:6]2[C:11](=[CH:12][CH:13]=1)[N:10]([CH2:14][C:15]1[CH:20]=[CH:19][CH:18]=[CH:17][CH:16]=1)[C:9](=[O:21])[CH:8]=[CH:7]2)([O-])=O.C(C1C=CC2C(=CC=C(N)C=2)N=1)#N, predict the reaction product.